The task is: Regression. Given a peptide amino acid sequence and an MHC pseudo amino acid sequence, predict their binding affinity value. This is MHC class I binding data.. This data is from Peptide-MHC class I binding affinity with 185,985 pairs from IEDB/IMGT. (1) The peptide sequence is PLPNFSSLNL. The MHC is HLA-A02:06 with pseudo-sequence HLA-A02:06. The binding affinity (normalized) is 0. (2) The peptide sequence is GVGAPTTTY. The MHC is HLA-B27:05 with pseudo-sequence HLA-B27:05. The binding affinity (normalized) is 0.0847.